From a dataset of Forward reaction prediction with 1.9M reactions from USPTO patents (1976-2016). Predict the product of the given reaction. (1) Given the reactants [CH3:1][C:2]1[CH:7]=[CH:6][C:5]([C:8]2[O:12][N:11]=[CH:10][C:9]=2[C:13]([OH:15])=O)=[CH:4][CH:3]=1.[CH2:16]([NH:18][CH2:19][CH3:20])[CH3:17], predict the reaction product. The product is: [CH2:16]([N:18]([CH2:19][CH3:20])[C:13]([C:9]1[CH:10]=[N:11][O:12][C:8]=1[C:5]1[CH:4]=[CH:3][C:2]([CH3:1])=[CH:7][CH:6]=1)=[O:15])[CH3:17]. (2) Given the reactants [C:1]([C:5]1[N:6]=[C:7]([NH:10][C:11]([C:13]2[CH:35]=[CH:34][C:16]([O:17][C:18]3[CH:27]=[C:26]4[C:21]([CH:22]([C:28]([O:30]CC)=[O:29])[CH2:23][CH2:24][O:25]4)=[CH:20][C:19]=3[Cl:33])=[CH:15][CH:14]=2)=[O:12])[S:8][CH:9]=1)([CH3:4])([CH3:3])[CH3:2].C1COCC1.C(O)C.[OH-].[Na+].Cl, predict the reaction product. The product is: [C:1]([C:5]1[N:6]=[C:7]([NH:10][C:11]([C:13]2[CH:14]=[CH:15][C:16]([O:17][C:18]3[CH:27]=[C:26]4[C:21]([CH:22]([C:28]([OH:30])=[O:29])[CH2:23][CH2:24][O:25]4)=[CH:20][C:19]=3[Cl:33])=[CH:34][CH:35]=2)=[O:12])[S:8][CH:9]=1)([CH3:4])([CH3:2])[CH3:3]. (3) Given the reactants [I:1]N1C(=O)CCC1=O.[C:9]([C:13]1[N:18]=[C:17]([OH:19])[C:16]([C:20]#[N:21])=[CH:15][CH:14]=1)([CH3:12])([CH3:11])[CH3:10], predict the reaction product. The product is: [I:1][C:14]1[CH:15]=[C:16]([C:20]#[N:21])[C:17]([OH:19])=[N:18][C:13]=1[C:9]([CH3:12])([CH3:10])[CH3:11].